This data is from NCI-60 drug combinations with 297,098 pairs across 59 cell lines. The task is: Regression. Given two drug SMILES strings and cell line genomic features, predict the synergy score measuring deviation from expected non-interaction effect. (1) Drug 2: CN1CCC(CC1)COC2=C(C=C3C(=C2)N=CN=C3NC4=C(C=C(C=C4)Br)F)OC. Drug 1: CC1=C(C=C(C=C1)NC2=NC=CC(=N2)N(C)C3=CC4=NN(C(=C4C=C3)C)C)S(=O)(=O)N.Cl. Synergy scores: CSS=-4.07, Synergy_ZIP=4.26, Synergy_Bliss=4.01, Synergy_Loewe=-9.39, Synergy_HSA=-6.41. Cell line: SW-620. (2) Drug 1: C1CCN(CC1)CCOC2=CC=C(C=C2)C(=O)C3=C(SC4=C3C=CC(=C4)O)C5=CC=C(C=C5)O. Drug 2: C1=CC(=CC=C1CCC2=CNC3=C2C(=O)NC(=N3)N)C(=O)NC(CCC(=O)O)C(=O)O. Cell line: HCT-15. Synergy scores: CSS=49.8, Synergy_ZIP=-3.02, Synergy_Bliss=-6.42, Synergy_Loewe=-24.9, Synergy_HSA=-5.60. (3) Drug 1: CN(C)N=NC1=C(NC=N1)C(=O)N. Drug 2: CCC1(C2=C(COC1=O)C(=O)N3CC4=CC5=C(C=CC(=C5CN(C)C)O)N=C4C3=C2)O.Cl. Cell line: NCI-H226. Synergy scores: CSS=16.4, Synergy_ZIP=-5.07, Synergy_Bliss=-4.97, Synergy_Loewe=-95.3, Synergy_HSA=-6.68. (4) Drug 1: C1CC(=O)NC(=O)C1N2CC3=C(C2=O)C=CC=C3N. Drug 2: CCC1(CC2CC(C3=C(CCN(C2)C1)C4=CC=CC=C4N3)(C5=C(C=C6C(=C5)C78CCN9C7C(C=CC9)(C(C(C8N6C=O)(C(=O)OC)O)OC(=O)C)CC)OC)C(=O)OC)O.OS(=O)(=O)O. Cell line: U251. Synergy scores: CSS=22.7, Synergy_ZIP=-10.5, Synergy_Bliss=-4.51, Synergy_Loewe=-3.03, Synergy_HSA=-2.99.